Dataset: Forward reaction prediction with 1.9M reactions from USPTO patents (1976-2016). Task: Predict the product of the given reaction. (1) Given the reactants N1C2C(=CC=CC=2)C=C1.Br[C:11]1[CH:19]=[C:18]2[C:14]([CH:15]=[CH:16][N:17]2[CH:20]2CCC[CH2:23][N:22]([CH3:27])[CH2:21]2)=[CH:13][CH:12]=1.BrC1C=C2C(C=CN2S(C)(=O)=[O:39])=CC=1.CN1C[CH2:47][CH2:46][CH2:45][CH:44]1[CH2:49][OH:50].[H-].[Na+].C(=O)([O-])[O-].[K+].[K+], predict the reaction product. The product is: [OH:39][C:45]1([C:11]2[CH:19]=[C:18]3[C:14]([CH:15]=[CH:16][N:17]3[CH2:20][CH2:21][N:22]([CH3:23])[CH3:27])=[CH:13][CH:12]=2)[CH2:44][CH2:49][O:50][CH2:47][CH2:46]1. (2) The product is: [Br:32][C:12]1[CH:13]([CH2:15][NH:16][C:17](=[O:23])[O:18][C:19]([CH3:22])([CH3:21])[CH3:20])[O:14][B:4]2[C:5]3[C:6]=1[CH:7]=[CH:8][O:9][CH2:10][C:11]=3[C:2]([CH3:24])([CH3:1])[O:3]2. Given the reactants [CH3:1][C:2]1([CH3:24])[C:11]2[CH2:10][O:9][CH:8]=[CH:7][C:6]3=[CH:12][CH:13]([CH2:15][NH:16][C:17](=[O:23])[O:18][C:19]([CH3:22])([CH3:21])[CH3:20])[O:14][B:4]([C:5]=23)[O:3]1.C1C(=O)N([Br:32])C(=O)C1.CC(N=NC(C#N)(C)C)(C#N)C, predict the reaction product. (3) Given the reactants [H-].[Na+].[NH2:3][C:4]1[N:5]=[CH:6][C:7]2[C:12]3[CH:13]=[CH:14][NH:15][C:16](=[O:17])[C:11]=3[N:10]([CH:18]3[CH2:22][CH2:21][CH2:20][CH2:19]3)[C:8]=2[N:9]=1.C1C=CC(N([S:30]([C:33]([F:36])([F:35])[F:34])(=[O:32])=[O:31])[S:30]([C:33]([F:36])([F:35])[F:34])(=[O:32])=[O:31])=CC=1, predict the reaction product. The product is: [F:34][C:33]([F:36])([F:35])[S:30]([O:17][C:16]1[C:11]2[N:10]([CH:18]3[CH2:22][CH2:21][CH2:20][CH2:19]3)[C:8]3[N:9]=[C:4]([NH2:3])[N:5]=[CH:6][C:7]=3[C:12]=2[CH:13]=[CH:14][N:15]=1)(=[O:32])=[O:31]. (4) The product is: [ClH:23].[N:1]1[C:6]2[NH:7][CH:8]=[CH:9][C:5]=2[C:4]([N:10]2[CH2:14][CH2:13][C@@H:12]([NH2:15])[CH2:11]2)=[N:3][CH:2]=1. Given the reactants [N:1]1[C:6]2[NH:7][CH:8]=[CH:9][C:5]=2[C:4]([N:10]2[CH2:14][CH2:13][C@@H:12]([NH:15]C(=O)OC(C)(C)C)[CH2:11]2)=[N:3][CH:2]=1.[ClH:23], predict the reaction product.